Dataset: Forward reaction prediction with 1.9M reactions from USPTO patents (1976-2016). Task: Predict the product of the given reaction. (1) Given the reactants [F:1][C:2]([F:22])([F:21])[C:3]1[CH:4]=[CH:5][C:6]([S:9]([C:12]2[S:16][C:15]([S:17](Cl)(=[O:19])=[O:18])=[CH:14][CH:13]=2)(=[O:11])=[O:10])=[N:7][CH:8]=1.Cl.[NH2:24][C:25]1[CH:30]=[CH:29][C:28]([N:31]2[CH2:36][CH2:35][C:34](=[O:37])[CH2:33][CH2:32]2)=[CH:27][CH:26]=1, predict the reaction product. The product is: [O:37]=[C:34]1[CH2:35][CH2:36][N:31]([C:28]2[CH:29]=[CH:30][C:25]([NH:24][S:17]([C:15]3[S:16][C:12]([S:9]([C:6]4[CH:5]=[CH:4][C:3]([C:2]([F:22])([F:21])[F:1])=[CH:8][N:7]=4)(=[O:11])=[O:10])=[CH:13][CH:14]=3)(=[O:19])=[O:18])=[CH:26][CH:27]=2)[CH2:32][CH2:33]1. (2) The product is: [CH3:15][NH:16][C:10](=[O:9])[C:5]1[CH:4]=[CH:3][CH:2]=[N:1][C:6]=1[NH2:14]. Given the reactants [NH:1]1[C:6]2C=N[O:9][CH2:10][C:5]=2[C:4](=O)[CH2:3][C:2]1=O.C[NH2:14].[C:15](=O)([O-])[NH2:16].C(=O)=O, predict the reaction product. (3) Given the reactants [H-].[Na+].[O:3]=[C:4]([C:10]1[CH:15]=[CH:14][CH:13]=[CH:12][C:11]=1[CH3:16])[CH2:5][C:6](OC)=O.[Br:17][C:18]1[CH:23]=[CH:22][C:21]([F:24])=[C:20](CBr)[CH:19]=1, predict the reaction product. The product is: [Br:17][C:18]1[CH:19]=[CH:20][C:21]([F:24])=[C:22]([CH2:6][CH2:5][C:4]([C:10]2[CH:15]=[CH:14][CH:13]=[CH:12][C:11]=2[CH3:16])=[O:3])[CH:23]=1. (4) The product is: [NH2:3][C:4]1[CH:5]=[CH:6][C:7]([S:59][CH:60]2[CH2:61][CH2:62]2)=[C:8]([CH2:10][N:11]([CH3:58])[C:12]([CH:14]([NH:31][C:32]2[CH:33]=[C:34]3[C:39](=[CH:40][CH:41]=2)[C:38]([N:42]([C:50]([O:52][C:53]([CH3:54])([CH3:55])[CH3:56])=[O:51])[C:43]([O:45][C:46]([CH3:48])([CH3:49])[CH3:47])=[O:44])=[N:37][CH:36]=[C:35]3[F:57])[C:15]2[CH:16]=[C:17]([CH3:30])[C:18]([CH2:22][CH:23]([OH:29])[CH2:24][C:25]([OH:27])=[O:26])=[C:19]([CH3:21])[CH:20]=2)=[O:13])[CH:9]=1. Given the reactants [Li+].[OH-].[NH2:3][C:4]1[CH:5]=[CH:6][C:7]([S:59][CH:60]2[CH2:62][CH2:61]2)=[C:8]([CH2:10][N:11]([CH3:58])[C:12]([CH:14]([NH:31][C:32]2[CH:33]=[C:34]3[C:39](=[CH:40][CH:41]=2)[C:38]([N:42]([C:50]([O:52][C:53]([CH3:56])([CH3:55])[CH3:54])=[O:51])[C:43]([O:45][C:46]([CH3:49])([CH3:48])[CH3:47])=[O:44])=[N:37][CH:36]=[C:35]3[F:57])[C:15]2[CH:20]=[C:19]([CH3:21])[C:18]([CH2:22][CH:23]([OH:29])[CH2:24][C:25]([O:27]C)=[O:26])=[C:17]([CH3:30])[CH:16]=2)=[O:13])[CH:9]=1.Cl, predict the reaction product.